Dataset: Reaction yield outcomes from USPTO patents with 853,638 reactions. Task: Predict the reaction yield, written as a fraction of the theoretical maximum amount of product (1.0 means a 100% yield; for example, 0.34 means a 34% yield). (1) The reactants are [Cl:1][C:2]1[CH:7]=[CH:6][C:5]([N:8]2[C:12]([CH:13]([CH3:15])[CH3:14])=[C:11](C(O)=O)[CH:10]=[N:9]2)=[CH:4][CH:3]=1.C(Cl)(=O)C(Cl)=O.C[N:26](C=O)C.[N-]=[N+]=[N-].[Na+]. The catalyst is C(Cl)Cl.O.[Cl-].[Na+].O. The product is [Cl:1][C:2]1[CH:7]=[CH:6][C:5]([N:8]2[C:12]([CH:13]([CH3:15])[CH3:14])=[C:11]([NH2:26])[CH:10]=[N:9]2)=[CH:4][CH:3]=1. The yield is 0.640. (2) The reactants are [Br:1][C:2]1[C:7]([O:8][CH3:9])=[CH:6][CH:5]=[C:4]([Br:10])[N:3]=1.[N+:11]([O-])([OH:13])=[O:12].C(=O)([O-])[O-].[Na+].[Na+]. The catalyst is S(=O)(=O)(O)O. The product is [Br:1][C:2]1[C:7]([O:8][CH3:9])=[CH:6][C:5]([N+:11]([O-:13])=[O:12])=[C:4]([Br:10])[N:3]=1. The yield is 0.280. (3) The reactants are [C:1]1([C:7]([OH:9])=[O:8])([C:4](O)=[O:5])[CH2:3][CH2:2]1.C(N(CC)CC)C.S(Cl)(Cl)=O.[CH2:21]([NH2:28])[C:22]1[CH:27]=[CH:26][CH:25]=[CH:24][CH:23]=1. The catalyst is C1COCC1.C(OCC)(=O)C. The product is [CH2:21]([NH:28][C:4]([C:1]1([C:7]([OH:9])=[O:8])[CH2:3][CH2:2]1)=[O:5])[C:22]1[CH:27]=[CH:26][CH:25]=[CH:24][CH:23]=1. The yield is 0.521. (4) The reactants are Br.[Br:2][C:3]1[CH:4]=[C:5]([CH2:10]Br)[C:6]([NH2:9])=[N:7][CH:8]=1.[CH3:12][O:13][C:14](=[O:19])[C:15]([NH2:18])([CH3:17])[CH3:16].C(N(CC)CC)C. The catalyst is CN(C=O)C.O. The product is [CH3:12][O:13][C:14](=[O:19])[C:15]([NH:18][CH2:10][C:5]1[C:6]([NH2:9])=[N:7][CH:8]=[C:3]([Br:2])[CH:4]=1)([CH3:17])[CH3:16]. The yield is 0.400. (5) The reactants are C1C=CC2N(O)N=NC=2C=1.CCN(C(C)C)C(C)C.[F:20][C:21]([F:32])([F:31])[C:22]1[CH:30]=[CH:29][CH:28]=[CH:27][C:23]=1[C:24]([OH:26])=O.CCN=C=NCCCN(C)C.Cl.[CH2:45]([N:52]1[CH2:57][CH2:56][NH:55][CH2:54][CH2:53]1)[C:46]1[CH:51]=[CH:50][CH:49]=[CH:48][CH:47]=1. The catalyst is CN(C=O)C.O. The product is [CH2:45]([N:52]1[CH2:57][CH2:56][N:55]([C:24]([C:23]2[CH:27]=[CH:28][CH:29]=[CH:30][C:22]=2[C:21]([F:20])([F:32])[F:31])=[O:26])[CH2:54][CH2:53]1)[C:46]1[CH:47]=[CH:48][CH:49]=[CH:50][CH:51]=1. The yield is 0.930.